Dataset: Forward reaction prediction with 1.9M reactions from USPTO patents (1976-2016). Task: Predict the product of the given reaction. (1) Given the reactants [CH3:1][O:2][C:3]1[CH:4]=[C:5]([CH2:11][C:12]([OH:14])=[O:13])[CH:6]=[C:7]([O:9][CH3:10])[CH:8]=1.S(Cl)(Cl)=O.[CH3:19]O, predict the reaction product. The product is: [CH3:10][O:9][C:7]1[CH:6]=[C:5]([CH2:11][C:12]([O:14][CH3:19])=[O:13])[CH:4]=[C:3]([O:2][CH3:1])[CH:8]=1. (2) Given the reactants C([O:5][C:6](=[O:38])[C:7]1[CH:12]=[CH:11][CH:10]=[C:9]([NH:13][C:14]2[N:19]=[C:18]([O:20][C:21]3[CH:26]=CC(C=O)=[CH:23][C:22]=3OC)[N:17]=[C:16]([O:31][C:32]3[CH:37]=[CH:36][CH:35]=[CH:34][CH:33]=3)[N:15]=2)[CH:8]=1)(C)(C)C.C[CH2:40][O:41][CH2:42][CH3:43].CCCCCC, predict the reaction product. The product is: [CH3:40][O:41][C:42]1[CH:43]=[CH:26][C:21]([O:20][C:18]2[N:17]=[C:16]([O:31][C:32]3[CH:33]=[CH:34][CH:35]=[CH:36][CH:37]=3)[N:15]=[C:14]([NH:13][C:9]3[CH:8]=[C:7]([CH:12]=[CH:11][CH:10]=3)[C:6]([OH:38])=[O:5])[N:19]=2)=[CH:22][CH:23]=1. (3) The product is: [NH2:22][CH2:21][CH2:20][CH2:19][N:18]([CH:12]([C:8]1[N:7]([CH2:39][C:40]2[CH:45]=[CH:44][CH:43]=[C:42]([CH3:46])[CH:41]=2)[C:6](=[O:47])[C:5]2[C:10](=[CH:11][C:2]([Cl:1])=[CH:3][CH:4]=2)[N:9]=1)[C:13]([N:15]([CH3:16])[CH3:17])=[O:14])[C:30](=[O:38])[C:31]1[CH:32]=[CH:33][C:34]([CH3:37])=[CH:35][CH:36]=1. Given the reactants [Cl:1][C:2]1[CH:11]=[C:10]2[C:5]([C:6](=[O:47])[N:7]([CH2:39][C:40]3[CH:45]=[CH:44][CH:43]=[C:42]([CH3:46])[CH:41]=3)[C:8]([CH:12]([N:18]([C:30](=[O:38])[C:31]3[CH:36]=[CH:35][C:34]([CH3:37])=[CH:33][CH:32]=3)[CH2:19][CH2:20][CH2:21][NH:22]C(=O)OC(C)(C)C)[C:13]([N:15]([CH3:17])[CH3:16])=[O:14])=[N:9]2)=[CH:4][CH:3]=1.FC(F)(F)C(O)=O, predict the reaction product.